This data is from NCI-60 drug combinations with 297,098 pairs across 59 cell lines. The task is: Regression. Given two drug SMILES strings and cell line genomic features, predict the synergy score measuring deviation from expected non-interaction effect. (1) Drug 1: C1CCC(C1)C(CC#N)N2C=C(C=N2)C3=C4C=CNC4=NC=N3. Drug 2: CC1CCCC2(C(O2)CC(NC(=O)CC(C(C(=O)C(C1O)C)(C)C)O)C(=CC3=CSC(=N3)C)C)C. Cell line: K-562. Synergy scores: CSS=12.3, Synergy_ZIP=3.31, Synergy_Bliss=4.79, Synergy_Loewe=-0.608, Synergy_HSA=1.41. (2) Synergy scores: CSS=48.3, Synergy_ZIP=-5.29, Synergy_Bliss=-9.32, Synergy_Loewe=-18.8, Synergy_HSA=-6.85. Drug 1: COC1=C(C=C2C(=C1)N=CN=C2NC3=CC(=C(C=C3)F)Cl)OCCCN4CCOCC4. Cell line: IGROV1. Drug 2: CC12CCC3C(C1CCC2OP(=O)(O)O)CCC4=C3C=CC(=C4)OC(=O)N(CCCl)CCCl.[Na+]. (3) Drug 1: CS(=O)(=O)C1=CC(=C(C=C1)C(=O)NC2=CC(=C(C=C2)Cl)C3=CC=CC=N3)Cl. Drug 2: C(CC(=O)O)C(=O)CN.Cl. Cell line: NCI-H460. Synergy scores: CSS=10.2, Synergy_ZIP=-3.03, Synergy_Bliss=0.795, Synergy_Loewe=0.763, Synergy_HSA=1.22. (4) Drug 1: C1=NC2=C(N1)C(=S)N=C(N2)N. Drug 2: CC1=C(C(=O)C2=C(C1=O)N3CC4C(C3(C2COC(=O)N)OC)N4)N. Cell line: KM12. Synergy scores: CSS=30.3, Synergy_ZIP=-9.72, Synergy_Bliss=-15.9, Synergy_Loewe=-14.2, Synergy_HSA=-11.7. (5) Drug 1: C1CCC(C1)C(CC#N)N2C=C(C=N2)C3=C4C=CNC4=NC=N3. Drug 2: C1C(C(OC1N2C=NC3=C(N=C(N=C32)Cl)N)CO)O. Cell line: SF-539. Synergy scores: CSS=-3.18, Synergy_ZIP=-1.80, Synergy_Bliss=-7.94, Synergy_Loewe=-7.36, Synergy_HSA=-7.61.